This data is from Full USPTO retrosynthesis dataset with 1.9M reactions from patents (1976-2016). The task is: Predict the reactants needed to synthesize the given product. (1) Given the product [CH3:1][O:2][C:3](=[O:22])[C:4]1[C:9]([NH:23][CH:24]([CH2:28][CH3:29])[CH:25]([OH:27])[CH3:26])=[CH:8][C:7]([CH3:11])=[N:6][C:5]=1[O:12][C:13]1[C:18]([CH3:19])=[CH:17][C:16]([CH3:20])=[CH:15][C:14]=1[CH3:21], predict the reactants needed to synthesize it. The reactants are: [CH3:1][O:2][C:3](=[O:22])[C:4]1[C:9](Cl)=[CH:8][C:7]([CH3:11])=[N:6][C:5]=1[O:12][C:13]1[C:18]([CH3:19])=[CH:17][C:16]([CH3:20])=[CH:15][C:14]=1[CH3:21].[NH2:23][CH:24]([CH2:28][CH3:29])[CH:25]([OH:27])[CH3:26]. (2) Given the product [F:2][C:3]1[C:8]([O:9][CH:10]2[CH2:15][CH2:14][N:13]([C:28]([O:37][C:38]3([CH3:41])[CH2:40][CH2:39]3)=[O:29])[CH2:12][CH2:11]2)=[N:7][CH:6]=[N:5][C:4]=1[O:16][C:17]1[C:18]([CH3:27])=[N:19][C:20]([S:23]([CH3:26])(=[O:24])=[O:25])=[CH:21][CH:22]=1, predict the reactants needed to synthesize it. The reactants are: Cl.[F:2][C:3]1[C:4]([O:16][C:17]2[C:18]([CH3:27])=[N:19][C:20]([S:23]([CH3:26])(=[O:25])=[O:24])=[CH:21][CH:22]=2)=[N:5][CH:6]=[N:7][C:8]=1[O:9][CH:10]1[CH2:15][CH2:14][NH:13][CH2:12][CH2:11]1.[C:28](=O)([O:37][C:38]1([CH3:41])[CH2:40][CH2:39]1)[O:29]N1C(=O)CCC1=O.C(N(CC)CC)C.